Dataset: CYP3A4 inhibition data for predicting drug metabolism from PubChem BioAssay. Task: Regression/Classification. Given a drug SMILES string, predict its absorption, distribution, metabolism, or excretion properties. Task type varies by dataset: regression for continuous measurements (e.g., permeability, clearance, half-life) or binary classification for categorical outcomes (e.g., BBB penetration, CYP inhibition). Dataset: cyp3a4_veith. (1) The drug is N#Cc1ccccc1-c1ccc2ncnc(NC3CC3)c2c1. The result is 1 (inhibitor). (2) The drug is O=C(/C=C\NCC(=O)c1ccccc1)c1ccc(F)cc1. The result is 1 (inhibitor). (3) The compound is COC(=O)c1sccc1NC(=O)CN(C)NS(=O)(=O)c1ccc(F)cc1. The result is 0 (non-inhibitor). (4) The compound is COc1ccc(NS(=O)(=O)c2ccc(N)cc2)nn1. The result is 0 (non-inhibitor).